This data is from Reaction yield outcomes from USPTO patents with 853,638 reactions. The task is: Predict the reaction yield, written as a fraction of the theoretical maximum amount of product (1.0 means a 100% yield; for example, 0.34 means a 34% yield). The yield is 0.710. The reactants are [OH-].[Na+].C([O:5][C:6](=[O:13])[CH2:7][NH:8][CH:9]([CH2:11][CH3:12])[CH3:10])C.[CH:14]1[C:26]2[CH:25]([CH2:27][O:28][C:29](Cl)=[O:30])[C:24]3[C:19](=[CH:20][CH:21]=[CH:22][CH:23]=3)[C:18]=2[CH:17]=[CH:16][CH:15]=1.C(N(CC)CC)C. The catalyst is O1CCOCC1.CO.COCCOC.C(Cl)Cl.CO.CC(O)=O. The product is [CH:14]1[C:26]2[CH:25]([CH2:27][O:28][C:29]([N:8]([CH:9]([CH2:11][CH3:12])[CH3:10])[CH2:7][C:6]([OH:5])=[O:13])=[O:30])[C:24]3[C:19](=[CH:20][CH:21]=[CH:22][CH:23]=3)[C:18]=2[CH:17]=[CH:16][CH:15]=1.